This data is from Peptide-MHC class I binding affinity with 185,985 pairs from IEDB/IMGT. The task is: Regression. Given a peptide amino acid sequence and an MHC pseudo amino acid sequence, predict their binding affinity value. This is MHC class I binding data. (1) The peptide sequence is ERFLAQEQL. The MHC is Mamu-A20102 with pseudo-sequence Mamu-A20102. The binding affinity (normalized) is 0. (2) The peptide sequence is KLKKKSAFY. The MHC is HLA-A24:03 with pseudo-sequence HLA-A24:03. The binding affinity (normalized) is 0.0847. (3) The peptide sequence is MAWRTIMAV. The MHC is HLA-A68:02 with pseudo-sequence HLA-A68:02. The binding affinity (normalized) is 0.738.